This data is from NCI-60 drug combinations with 297,098 pairs across 59 cell lines. The task is: Regression. Given two drug SMILES strings and cell line genomic features, predict the synergy score measuring deviation from expected non-interaction effect. Drug 1: CC(CN1CC(=O)NC(=O)C1)N2CC(=O)NC(=O)C2. Drug 2: CC1CCCC2(C(O2)CC(NC(=O)CC(C(C(=O)C(C1O)C)(C)C)O)C(=CC3=CSC(=N3)C)C)C. Cell line: NCI-H322M. Synergy scores: CSS=-2.11, Synergy_ZIP=-1.36, Synergy_Bliss=-3.17, Synergy_Loewe=-3.53, Synergy_HSA=-3.20.